Dataset: NCI-60 drug combinations with 297,098 pairs across 59 cell lines. Task: Regression. Given two drug SMILES strings and cell line genomic features, predict the synergy score measuring deviation from expected non-interaction effect. (1) Drug 1: CC12CCC(CC1=CCC3C2CCC4(C3CC=C4C5=CN=CC=C5)C)O. Drug 2: CN(C)N=NC1=C(NC=N1)C(=O)N. Cell line: PC-3. Synergy scores: CSS=3.86, Synergy_ZIP=-1.27, Synergy_Bliss=0.154, Synergy_Loewe=-2.29, Synergy_HSA=-0.931. (2) Drug 1: C1=CC=C(C=C1)NC(=O)CCCCCCC(=O)NO. Drug 2: CC1C(C(CC(O1)OC2CC(CC3=C2C(=C4C(=C3O)C(=O)C5=C(C4=O)C(=CC=C5)OC)O)(C(=O)CO)O)N)O.Cl. Cell line: UO-31. Synergy scores: CSS=39.3, Synergy_ZIP=-5.15, Synergy_Bliss=-0.626, Synergy_Loewe=1.64, Synergy_HSA=2.71.